Dataset: Full USPTO retrosynthesis dataset with 1.9M reactions from patents (1976-2016). Task: Predict the reactants needed to synthesize the given product. (1) Given the product [F:1][C:2]1[CH:7]=[CH:6][C:5]([C:8]2[O:9][C:10]([C:13]3[C:14]([C:19]4[CH:24]=[CH:23][CH:22]=[CH:21][CH:20]=4)=[N:15][O:16][C:17]=3[CH2:18][O:33][CH3:32])=[N:11][N:12]=2)=[C:4]([O:25][CH3:26])[CH:3]=1, predict the reactants needed to synthesize it. The reactants are: [F:1][C:2]1[CH:7]=[CH:6][C:5]([C:8]2[O:9][C:10]([C:13]3[C:14]([C:19]4[CH:24]=[CH:23][CH:22]=[CH:21][CH:20]=4)=[N:15][O:16][C:17]=3[CH3:18])=[N:11][N:12]=2)=[C:4]([O:25][CH3:26])[CH:3]=1.BrN1[C:32](=[O:33])CCC1=O.N(C(C)(C)C#N)=NC(C)(C)C#N.C[O-].[Na+]. (2) Given the product [CH2:15]([O:5][C:4](=[O:6])[C:3]1[CH:7]=[C:8]([O:13][CH3:14])[C:9]([F:12])=[C:10]([F:11])[C:2]=1[F:1])[CH3:16], predict the reactants needed to synthesize it. The reactants are: [F:1][C:2]1[C:10]([F:11])=[C:9]([F:12])[C:8]([O:13][CH3:14])=[CH:7][C:3]=1[C:4]([OH:6])=[O:5].[C:15](Cl)(=O)[C:16](Cl)=O.C(O)C.C([O-])(O)=O.[Na+]. (3) Given the product [Br:10][C:7]1[NH:6][C:5](=[O:8])[C:4]([OH:9])=[CH:3][C:2]=1[Cl:1], predict the reactants needed to synthesize it. The reactants are: [Cl:1][C:2]1[CH:3]=[C:4]([OH:9])[C:5](=[O:8])[NH:6][CH:7]=1.[Br:10]N1C(=O)CCC1=O.